Dataset: Catalyst prediction with 721,799 reactions and 888 catalyst types from USPTO. Task: Predict which catalyst facilitates the given reaction. (1) Reactant: C(OC(=O)[NH:7][C:8]1[CH:13]=[CH:12][CH:11]=[C:10]([C:14](=[O:30])[NH:15][CH2:16][CH:17]([OH:29])[CH2:18][N:19]2[CH2:28][CH2:27][C:26]3[C:21](=[CH:22][CH:23]=[CH:24][CH:25]=3)[CH2:20]2)[CH:9]=1)(C)(C)C.C(O)(C(F)(F)F)=O. Product: [NH2:7][C:8]1[CH:9]=[C:10]([CH:11]=[CH:12][CH:13]=1)[C:14]([NH:15][CH2:16][CH:17]([OH:29])[CH2:18][N:19]1[CH2:28][CH2:27][C:26]2[C:21](=[CH:22][CH:23]=[CH:24][CH:25]=2)[CH2:20]1)=[O:30]. The catalyst class is: 2. (2) Reactant: [OH-].[K+].C([O:6][C:7]1[CH:12]=[CH:11][CH:10]=[C:9]([CH2:13][CH2:14][C:15]2[CH:20]=[CH:19][C:18]([O:21]C(=O)C)=[CH:17][CH:16]=2)[CH:8]=1)(=O)C.Cl.O. Product: [CH2:13]([C:9]1[CH:8]=[C:7]([OH:6])[CH:12]=[CH:11][CH:10]=1)[CH2:14][C:15]1[CH:16]=[CH:17][C:18]([OH:21])=[CH:19][CH:20]=1. The catalyst class is: 5. (3) The catalyst class is: 58. Reactant: F[C:2]1[N:7]=[CH:6][C:5]([C:8]2[C:17]3[C:12](=[CH:13][C:14]([O:20][CH3:21])=[C:15]([O:18][CH3:19])[CH:16]=3)[N:11]=[CH:10][CH:9]=2)=[CH:4][C:3]=1[CH3:22].[NH:23]1[CH2:28][CH2:27][CH:26]([C:29]([OH:32])([CH3:31])[CH3:30])[CH2:25][CH2:24]1. Product: [CH3:19][O:18][C:15]1[CH:16]=[C:17]2[C:12](=[CH:13][C:14]=1[O:20][CH3:21])[N:11]=[CH:10][CH:9]=[C:8]2[C:5]1[CH:4]=[C:3]([CH3:22])[C:2]([N:23]2[CH2:28][CH2:27][CH:26]([C:29]([OH:32])([CH3:31])[CH3:30])[CH2:25][CH2:24]2)=[N:7][CH:6]=1. (4) Reactant: [Cl:1][C:2]1[C:18]([N+:19]([O-])=O)=[CH:17][C:5]([C:6]([N:8]([CH3:16])[C:9]2[CH:14]=[CH:13][CH:12]=[CH:11][C:10]=2[CH3:15])=[O:7])=[C:4]([F:22])[CH:3]=1.[O-]S(S([O-])=O)=O.[Na+].[Na+]. Product: [NH2:19][C:18]1[C:2]([Cl:1])=[CH:3][C:4]([F:22])=[C:5]([CH:17]=1)[C:6]([N:8]([CH3:16])[C:9]1[CH:14]=[CH:13][CH:12]=[CH:11][C:10]=1[CH3:15])=[O:7]. The catalyst class is: 90. (5) Reactant: [Cl:1][C:2]1[CH:7]=[CH:6][CH:5]=[C:4]([Cl:8])[C:3]=1[CH:9]1[O:13][N:12]=[C:11]([C:14]2[CH:19]=[CH:18][CH:17]=[C:16]([N+:20]([O-])=O)[CH:15]=2)[CH2:10]1.[Cl-].[NH4+]. Product: [NH2:20][C:16]1[CH:15]=[C:14]([C:11]2[CH2:10][CH:9]([C:3]3[C:4]([Cl:8])=[CH:5][CH:6]=[CH:7][C:2]=3[Cl:1])[O:13][N:12]=2)[CH:19]=[CH:18][CH:17]=1. The catalyst class is: 190. (6) Reactant: Cl.O1CCOCC1.[F:8][C:9]1[CH:14]=[CH:13][C:12]([N:15]2[C:19]3[CH:20]=[C:21]4[C@:26]([C:28](=[O:39])[C:29]5[CH:34]=[C:33]([C:35]([F:38])([F:37])[F:36])[CH:32]=[CH:31][N:30]=5)([CH2:27][C:18]=3[CH:17]=[N:16]2)[CH2:25][N:24](C(OC(C)(C)C)=O)[CH2:23][CH2:22]4)=[CH:11][CH:10]=1.CCN(C(C)C)C(C)C.[CH3:56][N:57]1[CH:61]=[C:60]([S:62](Cl)(=[O:64])=[O:63])[CH:59]=[N:58]1. Product: [F:8][C:9]1[CH:14]=[CH:13][C:12]([N:15]2[C:19]3[CH:20]=[C:21]4[C@:26]([C:28]([C:29]5[CH:34]=[C:33]([C:35]([F:38])([F:37])[F:36])[CH:32]=[CH:31][N:30]=5)=[O:39])([CH2:27][C:18]=3[CH:17]=[N:16]2)[CH2:25][N:24]([S:62]([C:60]2[CH:59]=[N:58][N:57]([CH3:56])[CH:61]=2)(=[O:64])=[O:63])[CH2:23][CH2:22]4)=[CH:11][CH:10]=1. The catalyst class is: 4. (7) Reactant: [F:1][C:2]1[N:7]=[C:6]([C:8]([OH:10])=O)[CH:5]=[CH:4][CH:3]=1.[CH3:11][NH:12][O:13][CH3:14].CCN(CC)CC.CCCP1(OP(CCC)(=O)OP(CCC)(=O)O1)=O. Product: [CH3:14][O:13][N:12]([CH3:11])[C:8]([C:6]1[CH:5]=[CH:4][CH:3]=[C:2]([F:1])[N:7]=1)=[O:10]. The catalyst class is: 2.